This data is from Peptide-MHC class I binding affinity with 185,985 pairs from IEDB/IMGT. The task is: Regression. Given a peptide amino acid sequence and an MHC pseudo amino acid sequence, predict their binding affinity value. This is MHC class I binding data. (1) The peptide sequence is RSADGSPPY. The MHC is HLA-A03:01 with pseudo-sequence HLA-A03:01. The binding affinity (normalized) is 0.277. (2) The peptide sequence is ASITPNNLNK. The MHC is HLA-A33:01 with pseudo-sequence HLA-A33:01. The binding affinity (normalized) is 0.0478. (3) The peptide sequence is LSRKYTSFPWL. The MHC is Patr-B0101 with pseudo-sequence Patr-B0101. The binding affinity (normalized) is 0.524. (4) The peptide sequence is VIVADDLTA. The MHC is H-2-Kb with pseudo-sequence H-2-Kb. The binding affinity (normalized) is 0. (5) The peptide sequence is LMWKQITPEL. The MHC is HLA-B08:01 with pseudo-sequence HLA-B08:01. The binding affinity (normalized) is 0.342. (6) The peptide sequence is GSDDIRRLV. The MHC is HLA-A29:02 with pseudo-sequence HLA-A29:02. The binding affinity (normalized) is 0.